From a dataset of Forward reaction prediction with 1.9M reactions from USPTO patents (1976-2016). Predict the product of the given reaction. (1) The product is: [F:1][C:2]1[CH:7]=[C:6]([CH:8]2[CH2:9][CH2:10][NH:11][CH2:12][CH2:13]2)[CH:5]=[CH:4][C:3]=1[C:14]1[O:15][C:16]2[C:22]([C:23]([NH2:25])=[O:24])=[CH:21][CH:20]=[CH:19][C:17]=2[N:18]=1. Given the reactants [F:1][C:2]1[CH:7]=[C:6]([C:8]2[CH:13]=[CH:12][N:11]=[CH:10][CH:9]=2)[CH:5]=[CH:4][C:3]=1[C:14]1[O:15][C:16]2[C:22]([C:23]([NH2:25])=[O:24])=[CH:21][CH:20]=[CH:19][C:17]=2[N:18]=1.[H][H], predict the reaction product. (2) Given the reactants [NH:1]1[C:9]2[C:4](=[CH:5][CH:6]=[CH:7][CH:8]=2)[C:3]([N:10]2[CH2:15][CH2:14][N:13]([CH2:16][C:17]([C:19]3[CH:20]=[C:21]4[C:25](=[CH:26][CH:27]=3)[C:24]([CH3:29])([CH3:28])[C:23](=[O:30])[C:22]4([CH3:32])[CH3:31])=[O:18])[CH2:12][CH2:11]2)=[N:2]1.[BH4-].[Na+], predict the reaction product. The product is: [OH:18][CH:17]([C:19]1[CH:20]=[C:21]2[C:25](=[CH:26][CH:27]=1)[C:24]([CH3:28])([CH3:29])[CH:23]([OH:30])[C:22]2([CH3:32])[CH3:31])[CH2:16][N:13]1[CH2:14][CH2:15][N:10]([C:3]2[C:4]3[C:9](=[CH:8][CH:7]=[CH:6][CH:5]=3)[NH:1][N:2]=2)[CH2:11][CH2:12]1. (3) The product is: [C:1]([N:4]1[C:13]2[C:8](=[CH:9][C:10]([C:14]3[CH:23]=[CH:22][C:17]([C:18]([OH:20])=[O:19])=[CH:16][C:15]=3[CH3:24])=[CH:11][CH:12]=2)[C@H:7]([NH:25][C:26]2[CH:27]=[N:28][CH:29]=[CH:30][CH:31]=2)[CH2:6][C@@H:5]1[CH3:32])(=[O:3])[CH3:2]. Given the reactants [C:1]([N:4]1[C:13]2[C:8](=[CH:9][C:10]([C:14]3[CH:23]=[CH:22][C:17]([C:18]([O:20]C)=[O:19])=[CH:16][C:15]=3[CH3:24])=[CH:11][CH:12]=2)[C@H:7]([NH:25][C:26]2[CH:27]=[N:28][CH:29]=[CH:30][CH:31]=2)[CH2:6][C@@H:5]1[CH3:32])(=[O:3])[CH3:2].[OH-].[Na+], predict the reaction product.